This data is from Full USPTO retrosynthesis dataset with 1.9M reactions from patents (1976-2016). The task is: Predict the reactants needed to synthesize the given product. Given the product [C:40]([NH:39][C:37]1[S:38][C:34]2[C:33]([C:45]#[N:46])=[C:32]([O:31][C:30]3[CH:29]=[C:28]([NH:27][C:6](=[O:8])[C:5]4[CH:9]=[CH:10][C:2]([Cl:1])=[C:3]([C:11]([C:14]#[N:15])([CH3:13])[CH3:12])[CH:4]=4)[CH:49]=[CH:48][CH:47]=3)[CH:44]=[CH:43][C:35]=2[N:36]=1)(=[O:42])[CH3:41], predict the reactants needed to synthesize it. The reactants are: [Cl:1][C:2]1[CH:10]=[CH:9][C:5]([C:6]([OH:8])=O)=[CH:4][C:3]=1[C:11]([C:14]#[N:15])([CH3:13])[CH3:12].C(Cl)(=O)C(Cl)=O.CN(C)C=O.[NH2:27][C:28]1[CH:29]=[C:30]([CH:47]=[CH:48][CH:49]=1)[O:31][C:32]1[CH:44]=[CH:43][C:35]2[N:36]=[C:37]([NH:39][C:40](=[O:42])[CH3:41])[S:38][C:34]=2[C:33]=1[C:45]#[N:46].